From a dataset of Forward reaction prediction with 1.9M reactions from USPTO patents (1976-2016). Predict the product of the given reaction. (1) Given the reactants Cl[C:2]1[C:7]([C:8]([F:11])([F:10])[F:9])=[CH:6][N:5]=[C:4]([NH:12][C:13]2[CH:27]=[CH:26][C:16]([CH2:17][P:18](=[O:25])([O:22][CH2:23][CH3:24])[O:19][CH2:20][CH3:21])=[CH:15][C:14]=2[O:28][CH3:29])[N:3]=1.[NH2:30][C:31]1[CH:32]=[CH:33][C:34]([CH:42]2[CH2:47][CH2:46][C:45]([O:52][Si](C(C)(C)C)(C)C)([C:48]([O:50]C)=[O:49])[CH2:44][CH2:43]2)=[C:35]2[C:39]=1[C:38](=[O:40])[N:37]([CH3:41])[CH2:36]2.C(O)(C(F)(F)F)=O.CCCC[N+](CCCC)(CCCC)CCCC.[F-].O.[OH-].[Li+].Cl, predict the reaction product. The product is: [CH2:20]([O:19][P:18]([CH2:17][C:16]1[CH:26]=[CH:27][C:13]([NH:12][C:4]2[N:3]=[C:2]([NH:30][C:31]3[CH:32]=[CH:33][C:34]([CH:42]4[CH2:43][CH2:44][C:45]([OH:52])([C:48]([OH:50])=[O:49])[CH2:46][CH2:47]4)=[C:35]4[C:39]=3[C:38](=[O:40])[N:37]([CH3:41])[CH2:36]4)[C:7]([C:8]([F:11])([F:10])[F:9])=[CH:6][N:5]=2)=[C:14]([O:28][CH3:29])[CH:15]=1)([O:22][CH2:23][CH3:24])=[O:25])[CH3:21]. (2) Given the reactants Br[C:2]1[CH:21]=[CH:20][C:19]([O:22][CH3:23])=[CH:18][C:3]=1[CH2:4][O:5][C:6]1[CH:15]=[CH:14][C:13]2[C:8](=[CH:9][C:10]([O:16][CH3:17])=[CH:11][CH:12]=2)[CH:7]=1.C([O-])(=O)C.[Na+], predict the reaction product. The product is: [CH3:23][O:22][C:19]1[CH:20]=[CH:21][C:2]2[C:15]3[CH:14]=[C:13]4[CH:12]=[CH:11][C:10]([O:16][CH3:17])=[CH:9][C:8]4=[CH:7][C:6]=3[O:5][CH2:4][C:3]=2[CH:18]=1.